From a dataset of NCI-60 drug combinations with 297,098 pairs across 59 cell lines. Regression. Given two drug SMILES strings and cell line genomic features, predict the synergy score measuring deviation from expected non-interaction effect. (1) Cell line: SK-MEL-28. Drug 1: CCCS(=O)(=O)NC1=C(C(=C(C=C1)F)C(=O)C2=CNC3=C2C=C(C=N3)C4=CC=C(C=C4)Cl)F. Drug 2: C1CC(C1)(C(=O)O)C(=O)O.[NH2-].[NH2-].[Pt+2]. Synergy scores: CSS=42.6, Synergy_ZIP=0.143, Synergy_Bliss=1.33, Synergy_Loewe=-1.16, Synergy_HSA=3.48. (2) Drug 1: CC1C(C(CC(O1)OC2CC(CC3=C2C(=C4C(=C3O)C(=O)C5=C(C4=O)C(=CC=C5)OC)O)(C(=O)C)O)N)O.Cl. Drug 2: CCN(CC)CCNC(=O)C1=C(NC(=C1C)C=C2C3=C(C=CC(=C3)F)NC2=O)C. Cell line: M14. Synergy scores: CSS=26.1, Synergy_ZIP=0.0150, Synergy_Bliss=8.20, Synergy_Loewe=5.41, Synergy_HSA=6.48. (3) Drug 1: CN1CCC(CC1)COC2=C(C=C3C(=C2)N=CN=C3NC4=C(C=C(C=C4)Br)F)OC. Drug 2: CC1CCC2CC(C(=CC=CC=CC(CC(C(=O)C(C(C(=CC(C(=O)CC(OC(=O)C3CCCCN3C(=O)C(=O)C1(O2)O)C(C)CC4CCC(C(C4)OC)OCCO)C)C)O)OC)C)C)C)OC. Cell line: HCT116. Synergy scores: CSS=16.6, Synergy_ZIP=-3.19, Synergy_Bliss=-1.79, Synergy_Loewe=-15.3, Synergy_HSA=-2.27. (4) Drug 1: CC1OCC2C(O1)C(C(C(O2)OC3C4COC(=O)C4C(C5=CC6=C(C=C35)OCO6)C7=CC(=C(C(=C7)OC)O)OC)O)O. Drug 2: B(C(CC(C)C)NC(=O)C(CC1=CC=CC=C1)NC(=O)C2=NC=CN=C2)(O)O. Cell line: SK-OV-3. Synergy scores: CSS=48.0, Synergy_ZIP=0.770, Synergy_Bliss=1.41, Synergy_Loewe=-12.6, Synergy_HSA=3.41. (5) Drug 1: CC(C1=C(C=CC(=C1Cl)F)Cl)OC2=C(N=CC(=C2)C3=CN(N=C3)C4CCNCC4)N. Drug 2: COC1=NC(=NC2=C1N=CN2C3C(C(C(O3)CO)O)O)N. Cell line: NCI/ADR-RES. Synergy scores: CSS=-2.31, Synergy_ZIP=2.07, Synergy_Bliss=2.35, Synergy_Loewe=-0.0211, Synergy_HSA=-1.23.